Dataset: NCI-60 drug combinations with 297,098 pairs across 59 cell lines. Task: Regression. Given two drug SMILES strings and cell line genomic features, predict the synergy score measuring deviation from expected non-interaction effect. (1) Drug 1: C#CCC(CC1=CN=C2C(=N1)C(=NC(=N2)N)N)C3=CC=C(C=C3)C(=O)NC(CCC(=O)O)C(=O)O. Drug 2: C1C(C(OC1N2C=NC3=C2NC=NCC3O)CO)O. Cell line: HL-60(TB). Synergy scores: CSS=-8.72, Synergy_ZIP=3.15, Synergy_Bliss=-4.12, Synergy_Loewe=-8.83, Synergy_HSA=-9.99. (2) Drug 1: CN(C)C1=NC(=NC(=N1)N(C)C)N(C)C. Drug 2: COCCOC1=C(C=C2C(=C1)C(=NC=N2)NC3=CC=CC(=C3)C#C)OCCOC.Cl. Cell line: HCT-15. Synergy scores: CSS=-2.48, Synergy_ZIP=0.387, Synergy_Bliss=0.116, Synergy_Loewe=-4.78, Synergy_HSA=-3.39. (3) Drug 1: CCC1=CC2CC(C3=C(CN(C2)C1)C4=CC=CC=C4N3)(C5=C(C=C6C(=C5)C78CCN9C7C(C=CC9)(C(C(C8N6C)(C(=O)OC)O)OC(=O)C)CC)OC)C(=O)OC.C(C(C(=O)O)O)(C(=O)O)O. Drug 2: C1CCC(CC1)NC(=O)N(CCCl)N=O. Cell line: NCIH23. Synergy scores: CSS=14.2, Synergy_ZIP=-5.71, Synergy_Bliss=-6.54, Synergy_Loewe=-26.1, Synergy_HSA=-4.65. (4) Drug 1: CC1OCC2C(O1)C(C(C(O2)OC3C4COC(=O)C4C(C5=CC6=C(C=C35)OCO6)C7=CC(=C(C(=C7)OC)O)OC)O)O. Drug 2: C1=NC2=C(N=C(N=C2N1C3C(C(C(O3)CO)O)F)Cl)N. Cell line: DU-145. Synergy scores: CSS=32.4, Synergy_ZIP=-7.64, Synergy_Bliss=-3.72, Synergy_Loewe=-5.66, Synergy_HSA=-0.481. (5) Drug 1: CC=C1C(=O)NC(C(=O)OC2CC(=O)NC(C(=O)NC(CSSCCC=C2)C(=O)N1)C(C)C)C(C)C. Drug 2: C1CNP(=O)(OC1)N(CCCl)CCCl. Cell line: IGROV1. Synergy scores: CSS=38.6, Synergy_ZIP=3.89, Synergy_Bliss=1.37, Synergy_Loewe=-48.1, Synergy_HSA=-0.430. (6) Drug 1: CCN(CC)CCCC(C)NC1=C2C=C(C=CC2=NC3=C1C=CC(=C3)Cl)OC. Drug 2: C1CC(=O)NC(=O)C1N2C(=O)C3=CC=CC=C3C2=O. Cell line: NCIH23. Synergy scores: CSS=27.3, Synergy_ZIP=-0.853, Synergy_Bliss=3.79, Synergy_Loewe=-4.89, Synergy_HSA=4.91. (7) Drug 1: CC1C(C(=O)NC(C(=O)N2CCCC2C(=O)N(CC(=O)N(C(C(=O)O1)C(C)C)C)C)C(C)C)NC(=O)C3=C4C(=C(C=C3)C)OC5=C(C(=O)C(=C(C5=N4)C(=O)NC6C(OC(=O)C(N(C(=O)CN(C(=O)C7CCCN7C(=O)C(NC6=O)C(C)C)C)C)C(C)C)C)N)C. Drug 2: CC1=C2C(C(=O)C3(C(CC4C(C3C(C(C2(C)C)(CC1OC(=O)C(C(C5=CC=CC=C5)NC(=O)C6=CC=CC=C6)O)O)OC(=O)C7=CC=CC=C7)(CO4)OC(=O)C)O)C)OC(=O)C. Cell line: NCIH23. Synergy scores: CSS=44.4, Synergy_ZIP=-2.40, Synergy_Bliss=-3.95, Synergy_Loewe=-7.16, Synergy_HSA=-1.59. (8) Cell line: NCI-H322M. Drug 2: C1=CN(C(=O)N=C1N)C2C(C(C(O2)CO)O)O.Cl. Synergy scores: CSS=46.0, Synergy_ZIP=-0.231, Synergy_Bliss=0.822, Synergy_Loewe=-0.902, Synergy_HSA=3.66. Drug 1: COC1=C(C=C2C(=C1)N=CN=C2NC3=CC(=C(C=C3)F)Cl)OCCCN4CCOCC4.